From a dataset of M1 muscarinic receptor antagonist screen with 61,756 compounds. Binary Classification. Given a drug SMILES string, predict its activity (active/inactive) in a high-throughput screening assay against a specified biological target. (1) The drug is S(=O)(=O)(N1CCN(C1)C(=O)CSc1n(nnn1)C)c1ccc(cc1)C. The result is 0 (inactive). (2) The compound is o1nc(nc1c1cc(OC)c(OC)c(OC)c1)c1ccc(NC(=O)Cc2ccc(OC)cc2)cc1. The result is 0 (inactive). (3) The drug is S\1C(N2CCN(CC2)Cc2ccccc2)=NC(=O)C1=C(/C)C. The result is 0 (inactive). (4) The result is 0 (inactive). The compound is O(CCCc1onc(n1)c1ccncc1)c1ccccc1. (5) The compound is s1c2c(nc1C)ccc(N)c2. The result is 0 (inactive).